From a dataset of Forward reaction prediction with 1.9M reactions from USPTO patents (1976-2016). Predict the product of the given reaction. Given the reactants [Cl:1][C:2]1[C:6]([NH:7][C:8](=O)[CH3:9])=[CH:5][N:4]([C:11]2[CH:12]=[N:13][CH:14]=[CH:15][CH:16]=2)[N:3]=1.B(F)(F)F.CCOCC.[BH4-].[Na+].Cl.C(=O)(O)[O-].[Na+], predict the reaction product. The product is: [Cl:1][C:2]1[C:6]([NH:7][CH2:8][CH3:9])=[CH:5][N:4]([C:11]2[CH:12]=[N:13][CH:14]=[CH:15][CH:16]=2)[N:3]=1.